Regression/Classification. Given a drug SMILES string, predict its absorption, distribution, metabolism, or excretion properties. Task type varies by dataset: regression for continuous measurements (e.g., permeability, clearance, half-life) or binary classification for categorical outcomes (e.g., BBB penetration, CYP inhibition). For this dataset (lipophilicity_astrazeneca), we predict Y. From a dataset of Experimental lipophilicity measurements (octanol/water distribution) for 4,200 compounds from AstraZeneca. (1) The compound is Cn1cncc1-c1c2c(=O)n(C3CC3)c(=O)n(CC3CC3)c2nn1Cc1ccnc2ccc(Cl)cc12. The Y is 3.53 logD. (2) The Y is 2.52 logD. The drug is COc1cc2ncc(C(N)=O)c(Nc3ccc(F)cc3F)c2cc1NCCN1CCCCC1. (3) The compound is O=C(Nc1cccc(O)c1)c1ccc(OCCCN2CCCC2)cc1OCc1cscn1. The Y is 1.56 logD.